From a dataset of Forward reaction prediction with 1.9M reactions from USPTO patents (1976-2016). Predict the product of the given reaction. (1) Given the reactants F[C:2]1[CH:9]=[C:8]([F:10])[CH:7]=[CH:6][C:3]=1[CH:4]=O.C(=O)(O)O.[NH2:15][C:16]([NH2:18])=[NH:17].C(N(CC)C(C)C)(C)C.CN(C)C(=O)C, predict the reaction product. The product is: [F:10][C:8]1[CH:9]=[C:2]2[C:3]([CH:4]=[N:15][C:16]([NH2:18])=[N:17]2)=[CH:6][CH:7]=1. (2) Given the reactants [CH3:1][C:2]([CH3:19])([CH3:18])[CH2:3][C:4](NC1C=C(OC)C=CC=1C(N)=O)=[O:5].[NH2:20][C:21]1[CH:22]=[C:23]([CH:35]=[CH:36][C:37]=1[O:38][CH3:39])[C:24]([NH:26][C:27]1[CH:32]=[CH:31][C:30]([Cl:33])=[C:29]([Cl:34])[CH:28]=1)=[O:25], predict the reaction product. The product is: [Cl:34][C:29]1[CH:28]=[C:27]([NH:26][C:24](=[O:25])[C:23]2[CH:35]=[CH:36][C:37]([O:38][CH3:39])=[C:21]([NH:20][C:4](=[O:5])[CH2:3][C:2]([CH3:19])([CH3:18])[CH3:1])[CH:22]=2)[CH:32]=[CH:31][C:30]=1[Cl:33]. (3) Given the reactants CO[C:3]([C:5]1[C:6](=[O:17])[O:7][C:8]2[C:13]([C:14]=1[OH:15])=[CH:12][CH:11]=[C:10]([Br:16])[CH:9]=2)=[O:4].[Na+].[NH2:19][CH2:20][C:21]([O-:23])=[O:22], predict the reaction product. The product is: [Br:16][C:10]1[CH:9]=[C:8]2[C:13]([C:14]([OH:15])=[C:5]([C:3]([NH:19][CH2:20][C:21]([OH:23])=[O:22])=[O:4])[C:6](=[O:17])[O:7]2)=[CH:12][CH:11]=1. (4) The product is: [C:1]([O:4][CH2:5][CH2:6][O:16][C:12]1[CH:13]=[CH:14][CH:15]=[C:10]([N:9]([CH3:17])[CH3:8])[CH:11]=1)(=[O:3])[CH3:2]. Given the reactants [C:1]([O:4][CH2:5][CH2:6]Br)(=[O:3])[CH3:2].[CH3:8][N:9]([CH3:17])[C:10]1[CH:11]=[C:12]([OH:16])[CH:13]=[CH:14][CH:15]=1.C([O-])([O-])=O.[K+].[K+], predict the reaction product. (5) The product is: [F:25][C:26]([F:46])([F:47])[C:27]1[CH:28]=[C:29]([C@H:37]([O:14][C@H:13]2[CH2:12][CH2:11][C@H:10]([C:15]([O:17][CH2:18][CH3:19])=[O:16])[C@@H:9]([C:20]([O:22][CH2:23][CH3:24])=[O:21])[C@@H:8]2[C:5]2[CH:4]=[CH:3][C:2]([F:1])=[CH:7][CH:6]=2)[CH3:38])[CH:30]=[C:31]([C:33]([F:34])([F:35])[F:36])[CH:32]=1. Given the reactants [F:1][C:2]1[CH:7]=[CH:6][C:5]([C@@H:8]2[C@@H:13]([OH:14])[CH2:12][CH2:11][C@H:10]([C:15]([O:17][CH2:18][CH3:19])=[O:16])[C@H:9]2[C:20]([O:22][CH2:23][CH3:24])=[O:21])=[CH:4][CH:3]=1.[F:25][C:26]([F:47])([F:46])[C:27]1[CH:28]=[C:29]([C@@H:37](OC(=N)C(Cl)(Cl)Cl)[CH3:38])[CH:30]=[C:31]([C:33]([F:36])([F:35])[F:34])[CH:32]=1.[H+].[B-](F)(F)(F)F, predict the reaction product. (6) Given the reactants [F:1][C:2]([F:18])([F:17])[C:3]1[CH:8]=[CH:7][C:6]([C:9]2[O:13][N:12]=[CH:11][C:10]=2[C:14]([OH:16])=O)=[CH:5][CH:4]=1.[CH3:19][CH:20]1[CH2:25][CH:24]([CH3:26])[CH2:23][NH:22][CH2:21]1, predict the reaction product. The product is: [CH3:19][CH:20]1[CH2:25][CH:24]([CH3:26])[CH2:23][N:22]([C:14]([C:10]2[CH:11]=[N:12][O:13][C:9]=2[C:6]2[CH:5]=[CH:4][C:3]([C:2]([F:1])([F:18])[F:17])=[CH:8][CH:7]=2)=[O:16])[CH2:21]1.